Dataset: Peptide-MHC class I binding affinity with 185,985 pairs from IEDB/IMGT. Task: Regression. Given a peptide amino acid sequence and an MHC pseudo amino acid sequence, predict their binding affinity value. This is MHC class I binding data. (1) The peptide sequence is RPKILSMINY. The MHC is HLA-B35:01 with pseudo-sequence HLA-B35:01. The binding affinity (normalized) is 0.200. (2) The peptide sequence is KAAVDLSHFL. The MHC is HLA-A03:01 with pseudo-sequence HLA-A03:01. The binding affinity (normalized) is 0.